Dataset: Forward reaction prediction with 1.9M reactions from USPTO patents (1976-2016). Task: Predict the product of the given reaction. (1) Given the reactants COC1C=C(OC)C=CC=1C[NH:6][C:7]1[N:12]=[CH:11][N:10]=[C:9]([C:13]2[C:14]([NH:19][C:20]3[CH:21]=[C:22]([NH:27][C:28](=[O:39])[C:29]4[CH:34]=[CH:33][CH:32]=[C:31]([C:35]([F:38])([F:37])[F:36])[CH:30]=4)[CH:23]=[CH:24][C:25]=3[CH3:26])=[N:15][CH:16]=[CH:17][CH:18]=2)[CH:8]=1.C(O)(C(F)(F)F)=O, predict the reaction product. The product is: [NH2:6][C:7]1[N:12]=[CH:11][N:10]=[C:9]([C:13]2[C:14]([NH:19][C:20]3[CH:21]=[C:22]([NH:27][C:28](=[O:39])[C:29]4[CH:34]=[CH:33][CH:32]=[C:31]([C:35]([F:36])([F:38])[F:37])[CH:30]=4)[CH:23]=[CH:24][C:25]=3[CH3:26])=[N:15][CH:16]=[CH:17][CH:18]=2)[CH:8]=1. (2) The product is: [OH:7][CH2:8][C:9]1[N:10]=[C:11]([C:14]2[O:18][C:17]([C:19]([OH:22])([CH3:20])[CH3:21])=[N:16][N:15]=2)[S:12][CH:13]=1. Given the reactants C[Si](C)(C)CCOC[O:7][CH2:8][C:9]1[N:10]=[C:11]([C:14]2[O:18][C:17]([C:19]([OH:22])([CH3:21])[CH3:20])=[N:16][N:15]=2)[S:12][CH:13]=1.Cl.O1CCOCC1, predict the reaction product.